From a dataset of Reaction yield outcomes from USPTO patents with 853,638 reactions. Predict the reaction yield, written as a fraction of the theoretical maximum amount of product (1.0 means a 100% yield; for example, 0.34 means a 34% yield). (1) The reactants are C(Cl)Cl.[F:4][C:5]([F:32])([F:31])[C:6]1[CH:11]=[CH:10][CH:9]=[CH:8][C:7]=1[S:12][CH2:13][C:14]([N:16]1[CH2:21][CH2:20][C:19]2([C:29]3[C:24](=[CH:25][CH:26]=[CH:27][CH:28]=3)[NH:23][C:22]2=[O:30])[CH2:18][CH2:17]1)=[O:15].ClC1C=CC=C(C(OO)=[O:41])C=1. The catalyst is O. The product is [F:32][C:5]([F:4])([F:31])[C:6]1[CH:11]=[CH:10][CH:9]=[CH:8][C:7]=1[S:12]([CH2:13][C:14]([N:16]1[CH2:17][CH2:18][C:19]2([C:29]3[C:24](=[CH:25][CH:26]=[CH:27][CH:28]=3)[NH:23][C:22]2=[O:30])[CH2:20][CH2:21]1)=[O:15])=[O:41]. The yield is 0.785. (2) The yield is 0.749. The product is [ClH:18].[NH2:5][C:6]1[CH:11]=[CH:10][CH:9]=[CH:8][C:7]=1[C@H:12]([OH:15])[CH2:13][CH3:14]. The reactants are FC(F)(F)C([NH:5][C:6]1[CH:11]=[CH:10][CH:9]=[CH:8][C:7]=1[C@H:12]([OH:15])[CH2:13][CH3:14])=O.[ClH:18]. The catalyst is C(O)(C)C. (3) The reactants are [C:1]([O:4][CH2:5][C:6]1[CH:7]=[C:8]([CH:13]=[CH:14][C:15]=1Br)[C:9]([O:11][CH3:12])=[O:10])(=[O:3])[CH3:2].[C:17]1([CH3:26])[CH:22]=[CH:21][CH:20]=[CH:19][C:18]=1B(O)O.C(=O)([O-])[O-].[K+].[K+]. The catalyst is C1(C)C=CC=CC=1.O.C1C=CC([P]([Pd]([P](C2C=CC=CC=2)(C2C=CC=CC=2)C2C=CC=CC=2)([P](C2C=CC=CC=2)(C2C=CC=CC=2)C2C=CC=CC=2)[P](C2C=CC=CC=2)(C2C=CC=CC=2)C2C=CC=CC=2)(C2C=CC=CC=2)C2C=CC=CC=2)=CC=1. The product is [C:1]([O:4][CH2:5][C:6]1[CH:7]=[C:8]([C:9]([O:11][CH3:12])=[O:10])[CH:13]=[CH:14][C:15]=1[C:18]1[CH:19]=[CH:20][CH:21]=[CH:22][C:17]=1[CH3:26])(=[O:3])[CH3:2]. The yield is 1.00. (4) The reactants are [NH2:1][C:2]1[CH:6]=[CH:5][N:4]([CH2:7][C:8]([CH3:11])([OH:10])[CH3:9])[N:3]=1.Br[C:13]1[C:14](=[O:21])[N:15]([CH3:20])[N:16]=[C:17]([Cl:19])[CH:18]=1.C1(P(C2C=CC=CC=2)C2C3OC4C(=CC=CC=4P(C4C=CC=CC=4)C4C=CC=CC=4)C(C)(C)C=3C=CC=2)C=CC=CC=1. The catalyst is O1CCOCC1.ClCCl.O.C1C=CC(/C=C/C(/C=C/C2C=CC=CC=2)=O)=CC=1.C1C=CC(/C=C/C(/C=C/C2C=CC=CC=2)=O)=CC=1.C1C=CC(/C=C/C(/C=C/C2C=CC=CC=2)=O)=CC=1.[Pd].[Pd]. The product is [Cl:19][C:17]1[CH:18]=[C:13]([NH:1][C:2]2[CH:6]=[CH:5][N:4]([CH2:7][C:8]([OH:10])([CH3:11])[CH3:9])[N:3]=2)[C:14](=[O:21])[N:15]([CH3:20])[N:16]=1. The yield is 0.590.